Dataset: Full USPTO retrosynthesis dataset with 1.9M reactions from patents (1976-2016). Task: Predict the reactants needed to synthesize the given product. (1) Given the product [OH:40][CH2:39][CH2:38][C:34]1[CH:33]=[C:32]([CH:37]=[CH:36][CH:35]=1)[CH2:31][N:16]1[CH2:17][CH2:18][C:13]2([O:8][CH2:9][CH2:10][N:11]([C:19]([C:21]3[S:25][C:24]([C:26]([O:28][CH3:29])=[O:27])=[CH:23][CH:22]=3)=[O:20])[CH2:12]2)[CH2:14][CH2:15]1, predict the reactants needed to synthesize it. The reactants are: FC(F)(F)C(O)=O.[O:8]1[C:13]2([CH2:18][CH2:17][NH:16][CH2:15][CH2:14]2)[CH2:12][N:11]([C:19]([C:21]2[S:25][C:24]([C:26]([O:28][CH3:29])=[O:27])=[CH:23][CH:22]=2)=[O:20])[CH2:10][CH2:9]1.Br[CH2:31][C:32]1[CH:33]=[C:34]([CH2:38][CH2:39][OH:40])[CH:35]=[CH:36][CH:37]=1.C(N(CC)CC)C. (2) Given the product [CH3:1][O:2][C:3]1[CH:49]=[CH:48][C:6]([CH2:7][N:8]([CH2:39][C:40]2[CH:41]=[CH:42][C:43]([O:46][CH3:47])=[CH:44][CH:45]=2)[C:9]2[N:14]=[CH:13][C:12]([C:15]3[C:16]4[CH2:29][CH2:28][N:27]([C:30]5[CH:38]=[CH:37][C:33]([C:34]([N:56]6[CH2:57][CH2:58][N:53]([CH:50]([CH3:52])[CH3:51])[CH2:54][CH2:55]6)=[O:36])=[CH:32][CH:31]=5)[C:17]=4[N:18]=[C:19]([N:21]4[CH2:26][CH2:25][O:24][CH2:23][CH2:22]4)[N:20]=3)=[CH:11][N:10]=2)=[CH:5][CH:4]=1, predict the reactants needed to synthesize it. The reactants are: [CH3:1][O:2][C:3]1[CH:49]=[CH:48][C:6]([CH2:7][N:8]([CH2:39][C:40]2[CH:45]=[CH:44][C:43]([O:46][CH3:47])=[CH:42][CH:41]=2)[C:9]2[N:14]=[CH:13][C:12]([C:15]3[C:16]4[CH2:29][CH2:28][N:27]([C:30]5[CH:38]=[CH:37][C:33]([C:34]([OH:36])=O)=[CH:32][CH:31]=5)[C:17]=4[N:18]=[C:19]([N:21]4[CH2:26][CH2:25][O:24][CH2:23][CH2:22]4)[N:20]=3)=[CH:11][N:10]=2)=[CH:5][CH:4]=1.[CH:50]([N:53]1[CH2:58][CH2:57][NH:56][CH2:55][CH2:54]1)([CH3:52])[CH3:51]. (3) Given the product [C:17]12([C:15]([O:14][CH3:13])=[O:16])[CH2:18][C:19]([C:24]([O:26][CH3:27])=[O:25])([CH2:20][CH2:21]1)[CH2:22][CH2:23]2, predict the reactants needed to synthesize it. The reactants are: C([Li])CCC.C(NC(C)C)(C)C.[CH3:13][O:14][C:15]([CH:17]1[CH2:23][CH2:22][CH2:21][CH2:20][CH:19]([C:24]([O:26][CH3:27])=[O:25])[CH2:18]1)=[O:16].BrCCCl.[Cl-].[NH4+]. (4) Given the product [F:21][C:19]1([F:22])[O:18][C:17]2[CH:23]=[CH:24][C:14]([C:11]3([C:9]([NH:8][C:6]4[N:7]=[C:2]([C:36]5[C:27]([CH3:26])=[C:28]([CH:33]=[CH:34][C:35]=5[CH3:46])[C:29]([O:31][CH3:32])=[O:30])[C:3]([CH3:25])=[CH:4][CH:5]=4)=[O:10])[CH2:13][CH2:12]3)=[CH:15][C:16]=2[O:20]1, predict the reactants needed to synthesize it. The reactants are: Cl[C:2]1[N:7]=[C:6]([NH:8][C:9]([C:11]2([C:14]3[CH:24]=[CH:23][C:17]4[O:18][C:19]([F:22])([F:21])[O:20][C:16]=4[CH:15]=3)[CH2:13][CH2:12]2)=[O:10])[CH:5]=[CH:4][C:3]=1[CH3:25].[CH3:26][C:27]1[C:36](B2OC(C)(C)C(C)(C)O2)=[C:35]([CH3:46])[CH:34]=[CH:33][C:28]=1[C:29]([O:31][CH3:32])=[O:30].C(=O)([O-])[O-].[Na+].[Na+]. (5) Given the product [CH2:23]([O:1][C:2]1[CH:3]=[C:4]2[C:8](=[CH:9][CH:10]=1)[NH:7][C:6]([CH3:11])=[C:5]2[C:12]([O:14][CH2:15][CH3:16])=[O:13])[C:24]1[CH:29]=[CH:28][CH:27]=[CH:26][CH:25]=1, predict the reactants needed to synthesize it. The reactants are: [OH:1][C:2]1[CH:3]=[C:4]2[C:8](=[CH:9][CH:10]=1)[NH:7][C:6]([CH3:11])=[C:5]2[C:12]([O:14][CH2:15][CH3:16])=[O:13].C(=O)([O-])[O-].[K+].[K+].[CH2:23](Br)[C:24]1[CH:29]=[CH:28][CH:27]=[CH:26][CH:25]=1.